The task is: Predict the product of the given reaction.. This data is from Forward reaction prediction with 1.9M reactions from USPTO patents (1976-2016). (1) The product is: [Br:10][C:3]1([C:6]([O:8][CH3:9])=[O:7])[CH2:4][CH2:5][O:1][CH2:2]1. Given the reactants [O:1]1[CH2:5][CH2:4][CH:3]([C:6]([O:8][CH3:9])=[O:7])[CH2:2]1.[Br:10]N1C(=O)CCC1=O.O, predict the reaction product. (2) Given the reactants Br[CH2:2][C:3]1[N:8]([C:9]2[CH:14]=[CH:13][CH:12]=[C:11]([C:15]([F:18])([F:17])[F:16])[CH:10]=2)[C:7](=[O:19])[NH:6][CH:5]([C:20]2[CH:25]=[CH:24][C:23]([C:26]#[N:27])=[CH:22][C:21]=2[S:28]([CH3:31])(=[O:30])=[O:29])[C:4]=1[C:32](OCC)=[O:33].[CH3:37][NH:38][NH2:39], predict the reaction product. The product is: [CH3:37][N:38]1[CH2:2][C:3]2[N:8]([C:9]3[CH:14]=[CH:13][CH:12]=[C:11]([C:15]([F:18])([F:16])[F:17])[CH:10]=3)[C:7](=[O:19])[NH:6][CH:5]([C:20]3[CH:25]=[CH:24][C:23]([C:26]#[N:27])=[CH:22][C:21]=3[S:28]([CH3:31])(=[O:30])=[O:29])[C:4]=2[C:32](=[O:33])[NH:39]1. (3) Given the reactants [F:1][C:2]1[CH:3]=[C:4]([N+:9]([O-:11])=[O:10])[C:5](O)=[N:6][CH:7]=1.P(Cl)(Cl)([Cl:14])=O, predict the reaction product. The product is: [Cl:14][C:5]1[C:4]([N+:9]([O-:11])=[O:10])=[CH:3][C:2]([F:1])=[CH:7][N:6]=1. (4) Given the reactants [CH3:1][C:2]([C:8]1[CH:13]=[CH:12][CH:11]=[CH:10][N:9]=1)([CH3:7])[C:3]([O:5]C)=[O:4].CO.[OH-].[Na+], predict the reaction product. The product is: [CH3:7][C:2]([C:8]1[CH:13]=[CH:12][CH:11]=[CH:10][N:9]=1)([CH3:1])[C:3]([OH:5])=[O:4].